From a dataset of Full USPTO retrosynthesis dataset with 1.9M reactions from patents (1976-2016). Predict the reactants needed to synthesize the given product. (1) Given the product [OH:40][C:9]1[C:10]([C:28]2[NH:32][C:31]3[CH:33]=[CH:34][C:35]([C:37]([NH2:39])=[NH:38])=[CH:36][C:30]=3[N:29]=2)=[CH:11][C:12]([S:14](=[O:27])(=[O:26])[NH:15][C:16](=[O:25])[CH2:17][CH2:18][C:19]2[CH:20]=[N:21][CH:22]=[CH:23][CH:24]=2)=[CH:13][C:8]=1[C:4]1[CH:5]=[CH:6][CH:7]=[C:2]([NH:1][C:49]([NH2:50])=[O:48])[CH:3]=1, predict the reactants needed to synthesize it. The reactants are: [NH2:1][C:2]1[CH:3]=[C:4]([C:8]2[CH:13]=[C:12]([S:14](=[O:27])(=[O:26])[NH:15][C:16](=[O:25])[CH2:17][CH2:18][C:19]3[CH:20]=[N:21][CH:22]=[CH:23][CH:24]=3)[CH:11]=[C:10]([C:28]3[NH:32][C:31]4[CH:33]=[CH:34][C:35]([C:37]([NH2:39])=[NH:38])=[CH:36][C:30]=4[N:29]=3)[C:9]=2[OH:40])[CH:5]=[CH:6][CH:7]=1.C(N(CC)CC)C.[O-:48][C:49]#[N:50].[K+]. (2) Given the product [F:1][C:2]1[CH:7]=[CH:6][CH:5]=[C:4]([F:8])[C:3]=1[C:9]1[N:13]([CH3:14])[N:12]=[C:11]([O:15][CH3:16])[C:10]=1[CH:24]=[O:25], predict the reactants needed to synthesize it. The reactants are: [F:1][C:2]1[CH:7]=[CH:6][CH:5]=[C:4]([F:8])[C:3]=1[C:9]1[N:13]([CH3:14])[N:12]=[C:11]([O:15][CH3:16])[CH:10]=1.P(Cl)(Cl)(Cl)=O.CN(C)[CH:24]=[O:25]. (3) The reactants are: [OH:1][CH2:2][CH:3]1[CH2:8][CH2:7][CH:6]([N:9]2[CH2:14][CH2:13][N:12]([C:15]([O:17][C:18]([CH3:21])([CH3:20])[CH3:19])=[O:16])[CH2:11][CH2:10]2)[CH2:5][CH2:4]1.[Cl:22][C:23]1[CH:28]=[C:27](Cl)[N:26]=[C:25]([CH3:30])[N:24]=1.CC(C)([O-])C.[K+]. Given the product [Cl:22][C:23]1[N:24]=[C:25]([CH3:30])[N:26]=[C:27]([O:1][CH2:2][CH:3]2[CH2:4][CH2:5][CH:6]([N:9]3[CH2:10][CH2:11][N:12]([C:15]([O:17][C:18]([CH3:21])([CH3:20])[CH3:19])=[O:16])[CH2:13][CH2:14]3)[CH2:7][CH2:8]2)[CH:28]=1, predict the reactants needed to synthesize it. (4) The reactants are: Cl[C:2]1[C:11]2[C:6](=[CH:7][CH:8]=[CH:9][CH:10]=2)[C:5]([NH:12][C:13]2[CH:18]=[CH:17][C:16]([S:19][C:20]3[C:29]4[C:24](=[CH:25][C:26]([O:30][CH3:31])=[CH:27][N:28]=4)[N:23]=[CH:22][CH:21]=3)=[CH:15][CH:14]=2)=[N:4][N:3]=1.[CH3:32][O-:33].[Na+]. Given the product [CH3:32][O:33][C:2]1[C:11]2[C:6](=[CH:7][CH:8]=[CH:9][CH:10]=2)[C:5]([NH:12][C:13]2[CH:18]=[CH:17][C:16]([S:19][C:20]3[C:29]4[C:24](=[CH:25][C:26]([O:30][CH3:31])=[CH:27][N:28]=4)[N:23]=[CH:22][CH:21]=3)=[CH:15][CH:14]=2)=[N:4][N:3]=1, predict the reactants needed to synthesize it. (5) Given the product [CH3:2][C:3]1[S:4][C:5]2[CH:11]=[CH:10][C:9]([O:12][CH2:13][C@H:14]([OH:22])[CH2:15][N:16]3[CH2:17][CH2:18][N:19]([CH2:31][C:32]4[CH:36]=[C:35]([C:37]5[CH:38]=[CH:39][C:40]([C:43]([F:45])([F:44])[F:46])=[CH:41][CH:42]=5)[O:34][N:33]=4)[CH2:20][CH2:21]3)=[CH:8][C:6]=2[N:7]=1, predict the reactants needed to synthesize it. The reactants are: Cl.[CH3:2][C:3]1[S:4][C:5]2[CH:11]=[CH:10][C:9]([O:12][CH2:13][C@H:14]([OH:22])[CH2:15][N:16]3[CH2:21][CH2:20][NH:19][CH2:18][CH2:17]3)=[CH:8][C:6]=2[N:7]=1.C(N(CC)CC)C.Cl[CH2:31][C:32]1[CH:36]=[C:35]([C:37]2[CH:42]=[CH:41][C:40]([C:43]([F:46])([F:45])[F:44])=[CH:39][CH:38]=2)[O:34][N:33]=1. (6) Given the product [C:1]([C:5]1[NH:16][C:8]2=[N:9][CH:10]=[C:11]([NH2:13])[CH:12]=[C:7]2[CH:6]=1)([CH3:4])([CH3:2])[CH3:3], predict the reactants needed to synthesize it. The reactants are: [C:1]([C:5]1[NH:16][C:8]2=[N:9][CH:10]=[C:11]([N+:13]([O-])=O)[CH:12]=[C:7]2[CH:6]=1)([CH3:4])([CH3:3])[CH3:2]. (7) Given the product [C:24]([N:21]1[C:22]2[C:18](=[CH:17][CH:16]=[C:15]([N:14]([CH:11]3[CH2:12][CH2:13][N:8]([CH2:1][C:2]4[CH:3]=[CH:4][CH:5]=[CH:6][CH:7]=4)[CH2:9][CH2:10]3)[C:45]([C@@H:43]3[CH2:44][C@H:42]3[C:36]3[CH:41]=[CH:40][CH:39]=[CH:38][CH:37]=3)=[O:46])[CH:23]=2)[CH2:19][CH2:20]1)(=[O:26])[CH3:25], predict the reactants needed to synthesize it. The reactants are: [CH2:1]([N:8]1[CH2:13][CH2:12][CH:11]([NH:14][C:15]2[CH:23]=[C:22]3[C:18]([CH2:19][CH2:20][N:21]3[C:24](=[O:26])[CH3:25])=[CH:17][CH:16]=2)[CH2:10][CH2:9]1)[C:2]1[CH:7]=[CH:6][CH:5]=[CH:4][CH:3]=1.C(N(C(C)C)CC)(C)C.[C:36]1([C@@H:42]2[CH2:44][C@H:43]2[C:45](Cl)=[O:46])[CH:41]=[CH:40][CH:39]=[CH:38][CH:37]=1.